This data is from Full USPTO retrosynthesis dataset with 1.9M reactions from patents (1976-2016). The task is: Predict the reactants needed to synthesize the given product. (1) Given the product [Cl:1][C:2]1[CH:3]=[C:4]2[C:8](=[CH:9][CH:10]=1)[NH:7][C:6]([CH3:11])=[C:5]2[CH2:12][C:13]1[C:15]2[C:16](=[CH:20][CH:21]=[CH:22][CH:23]=2)[C:17](=[O:18])[NH:25][N:24]=1, predict the reactants needed to synthesize it. The reactants are: [Cl:1][C:2]1[CH:3]=[C:4]2[C:8](=[CH:9][CH:10]=1)[NH:7][C:6]([CH3:11])=[C:5]2[CH2:12][C:13]([C:15]1[CH:23]=[CH:22][CH:21]=[CH:20][C:16]=1[C:17](O)=[O:18])=O.[NH2:24][NH2:25]. (2) Given the product [CH3:20][C:21]1[CH:26]=[C:25]([C:2]2[C:3]([CH3:19])=[CH:4][C:5]([CH:8]([C:14]([O:16][CH2:17][CH3:18])=[O:15])[C:9]([O:11][CH2:12][CH3:13])=[O:10])=[CH:6][N:7]=2)[CH:24]=[CH:23][N:22]=1, predict the reactants needed to synthesize it. The reactants are: Cl[C:2]1[N:7]=[CH:6][C:5]([CH:8]([C:14]([O:16][CH2:17][CH3:18])=[O:15])[C:9]([O:11][CH2:12][CH3:13])=[O:10])=[CH:4][C:3]=1[CH3:19].[CH3:20][C:21]1[CH:26]=[C:25]([Sn](CCCC)(CCCC)CCCC)[CH:24]=[CH:23][N:22]=1.CN(C=O)C.[F-].[K+]. (3) Given the product [CH2:3]([N:10]1[CH2:18][C:17]2[C:12](=[C:13]([C:24]([F:26])([F:1])[F:25])[CH:14]=[CH:15][CH:16]=2)[C:11]1=[O:20])[C:4]1[CH:9]=[CH:8][CH:7]=[CH:6][CH:5]=1, predict the reactants needed to synthesize it. The reactants are: [F-:1].[K+].[CH2:3]([N:10]1[CH2:18][C:17]2[C:12](=[C:13](I)[CH:14]=[CH:15][CH:16]=2)[C:11]1=[O:20])[C:4]1[CH:9]=[CH:8][CH:7]=[CH:6][CH:5]=1.COC(=O)[C:24](Cl)([F:26])[F:25].